From a dataset of NCI-60 drug combinations with 297,098 pairs across 59 cell lines. Regression. Given two drug SMILES strings and cell line genomic features, predict the synergy score measuring deviation from expected non-interaction effect. (1) Drug 1: C1CCC(CC1)NC(=O)N(CCCl)N=O. Drug 2: CN1C2=C(C=C(C=C2)N(CCCl)CCCl)N=C1CCCC(=O)O.Cl. Cell line: U251. Synergy scores: CSS=39.3, Synergy_ZIP=-8.25, Synergy_Bliss=0.905, Synergy_Loewe=-1.75, Synergy_HSA=2.25. (2) Drug 1: C1=CC(=CC=C1CC(C(=O)O)N)N(CCCl)CCCl.Cl. Drug 2: CC(C)CN1C=NC2=C1C3=CC=CC=C3N=C2N. Cell line: MDA-MB-435. Synergy scores: CSS=-0.832, Synergy_ZIP=2.95, Synergy_Bliss=5.16, Synergy_Loewe=0.374, Synergy_HSA=-0.760. (3) Drug 1: C1CN1C2=NC(=NC(=N2)N3CC3)N4CC4. Drug 2: CN(CCCl)CCCl.Cl. Cell line: HOP-92. Synergy scores: CSS=30.8, Synergy_ZIP=-11.7, Synergy_Bliss=-16.6, Synergy_Loewe=-8.57, Synergy_HSA=-7.11. (4) Drug 1: COC1=C(C=C2C(=C1)N=CN=C2NC3=CC(=C(C=C3)F)Cl)OCCCN4CCOCC4. Drug 2: C1CCC(C(C1)N)N.C(=O)(C(=O)[O-])[O-].[Pt+4]. Cell line: SK-MEL-5. Synergy scores: CSS=38.1, Synergy_ZIP=-9.12, Synergy_Bliss=-3.51, Synergy_Loewe=-2.12, Synergy_HSA=-1.68. (5) Cell line: CCRF-CEM. Drug 1: C1=CC(=C2C(=C1NCCNCCO)C(=O)C3=C(C=CC(=C3C2=O)O)O)NCCNCCO. Drug 2: CN(CC1=CN=C2C(=N1)C(=NC(=N2)N)N)C3=CC=C(C=C3)C(=O)NC(CCC(=O)O)C(=O)O. Synergy scores: CSS=77.0, Synergy_ZIP=0.188, Synergy_Bliss=-0.197, Synergy_Loewe=0.513, Synergy_HSA=3.33.